This data is from Forward reaction prediction with 1.9M reactions from USPTO patents (1976-2016). The task is: Predict the product of the given reaction. Given the reactants [C:1]([C:3]1[CH:4]=[C:5]([C:9]2[CH:10]=[C:11]3[C:16]([NH:17][C@@H:18]([C:20]([F:23])([CH3:22])[CH3:21])[CH3:19])=[C:15]([C:24]([NH2:26])=[O:25])[CH:14]=[N:13][N:12]3[CH:27]=2)[CH:6]=[CH:7][CH:8]=1)#[N:2], predict the reaction product. The product is: [NH2:2][CH2:1][C:3]1[CH:4]=[C:5]([C:9]2[CH:10]=[C:11]3[C:16]([NH:17][C@H:18]([CH3:19])[C:20]([F:23])([CH3:22])[CH3:21])=[C:15]([C:24]([NH2:26])=[O:25])[CH:14]=[N:13][N:12]3[CH:27]=2)[CH:6]=[CH:7][CH:8]=1.